Task: Predict the product of the given reaction.. Dataset: Forward reaction prediction with 1.9M reactions from USPTO patents (1976-2016) (1) Given the reactants C[O-].[Na+].[CH:4]1([S:7]([C:10]2[CH:11]=[C:12]([NH:16][C:17]3[C:26]4[C:25](=[O:27])[N:24]([CH2:28][C:29]5[CH:34]=[CH:33][C:32]([O:35][CH3:36])=[CH:31][CH:30]=5)[C:23](=[O:37])[N:22]([C:38]5[CH:43]=[CH:42][C:41]([I:44])=[CH:40][C:39]=5[F:45])[C:21]=4[N:20]([CH3:46])[C:19](=[O:47])[C:18]=3[CH3:48])[CH:13]=[CH:14][CH:15]=2)(=[O:9])=[O:8])[CH2:6][CH2:5]1, predict the reaction product. The product is: [CH:4]1([S:7]([C:10]2[CH:11]=[C:12]([N:16]3[C:17]4=[C:18]([CH3:48])[C:19](=[O:47])[N:20]([CH3:46])[C:21]([NH:22][C:38]5[CH:43]=[CH:42][C:41]([I:44])=[CH:40][C:39]=5[F:45])=[C:26]4[C:25](=[O:27])[N:24]([CH2:28][C:29]4[CH:30]=[CH:31][C:32]([O:35][CH3:36])=[CH:33][CH:34]=4)[C:23]3=[O:37])[CH:13]=[CH:14][CH:15]=2)(=[O:8])=[O:9])[CH2:5][CH2:6]1. (2) Given the reactants [Cl:1][C:2]1[C:6]([Cl:7])=[C:5]([CH3:8])[NH:4][C:3]=1[C:9](NC1CCN(C2SC(C#N)=C(O)N=2)CC1)=[O:10].Cl.[NH2:27][CH:28]1[CH2:33][CH2:32][N:31]([C:34]2[S:35][C:36]([C:42]([O:44][CH2:45][CH3:46])=[O:43])=[C:37]([CH2:39][O:40][CH3:41])[N:38]=2)[CH2:30][CH2:29]1, predict the reaction product. The product is: [Cl:1][C:2]1[C:6]([Cl:7])=[C:5]([CH3:8])[NH:4][C:3]=1[C:9]([NH:27][CH:28]1[CH2:33][CH2:32][N:31]([C:34]2[S:35][C:36]([C:42]([O:44][CH2:45][CH3:46])=[O:43])=[C:37]([CH2:39][O:40][CH3:41])[N:38]=2)[CH2:30][CH2:29]1)=[O:10]. (3) Given the reactants [NH2:1][C:2]1[C:7]([NH:8][C:9]2[CH:14]=[CH:13][C:12]([I:15])=[CH:11][C:10]=2[F:16])=[C:6]([CH3:17])[C:5](=[O:18])[N:4]2[CH2:19][CH2:20][O:21][C:3]=12.[O:22]1[CH2:25][CH:24]([CH2:26][CH2:27][S:28](Cl)(=[O:30])=[O:29])[CH2:23]1, predict the reaction product. The product is: [F:16][C:10]1[CH:11]=[C:12]([I:15])[CH:13]=[CH:14][C:9]=1[NH:8][C:7]1[C:2]([NH:1][S:28]([CH2:27][CH2:26][CH:24]2[CH2:25][O:22][CH2:23]2)(=[O:30])=[O:29])=[C:3]2[O:21][CH2:20][CH2:19][N:4]2[C:5](=[O:18])[C:6]=1[CH3:17]. (4) Given the reactants [CH3:1][P:2]([CH3:11])([C:4]1[CH:9]=[CH:8][C:7](F)=[CH:6][CH:5]=1)=[O:3].[Li][N+:13]([O-:15])=[O:14], predict the reaction product. The product is: [CH3:1][P:2]([CH3:11])([C:4]1[CH:9]=[CH:8][C:7]([N+:13]([O-:15])=[O:14])=[CH:6][CH:5]=1)=[O:3]. (5) Given the reactants [Cl:1][C:2]1[CH:3]=[C:4]([C:9]2[CH:13]=[C:12]([O:14][CH2:15][CH2:16][C:17]([NH:19][CH:20]([CH:25]([CH3:27])[CH3:26])[CH2:21][CH2:22][CH:23]=O)=[O:18])[N:11]([C:28]3[CH:37]=[CH:36][C:35]4[C:30](=[CH:31][CH:32]=[CH:33][CH:34]=4)[CH:29]=3)[N:10]=2)[CH:5]=[C:6]([Cl:8])[CH:7]=1.C1COCC1.[CH2:43]([NH:45][CH2:46][CH3:47])[CH3:44].[Na], predict the reaction product. The product is: [Cl:1][C:2]1[CH:3]=[C:4]([C:9]2[CH:13]=[C:12]([O:14][CH2:15][CH2:16][C:17]([NH:19][CH:20]([CH:25]([CH3:26])[CH3:27])[CH2:21][CH2:22][CH2:23][N:45]([CH2:46][CH3:47])[CH2:43][CH3:44])=[O:18])[N:11]([C:28]3[CH:37]=[CH:36][C:35]4[C:30](=[CH:31][CH:32]=[CH:33][CH:34]=4)[CH:29]=3)[N:10]=2)[CH:5]=[C:6]([Cl:8])[CH:7]=1. (6) Given the reactants [NH2:1][CH2:2][CH2:3][NH:4][CH2:5][CH2:6][NH:7][CH2:8][CH2:9][NH:10][CH2:11][CH3:12].C(=O)([O-])[O-].[K+].[K+].[CH:19]([CH:21]=O)=O, predict the reaction product. The product is: [N:10]12[CH:21]3[N:7]([CH2:6][CH2:5][N:4]4[CH:19]3[N:1]([CH2:12][CH2:11]1)[CH2:2][CH2:3]4)[CH2:8][CH2:9]2. (7) Given the reactants Cl[C:2]1[C:16]([F:17])=[CH:15][C:5]([C:6]([NH:8][CH:9]2[CH2:14][CH2:13][CH2:12][CH2:11][CH2:10]2)=[O:7])=[C:4]([S:18][CH2:19][CH2:20][CH3:21])[N:3]=1.Cl.[NH:23]1[CH2:28][CH2:27][CH2:26][C@@H:25]([CH2:29][C:30]([O:32]C)=[O:31])[CH2:24]1, predict the reaction product. The product is: [CH:9]1([NH:8][C:6]([C:5]2[CH:15]=[C:16]([F:17])[C:2]([N:23]3[CH2:28][CH2:27][CH2:26][C@H:25]([CH2:29][C:30]([OH:32])=[O:31])[CH2:24]3)=[N:3][C:4]=2[S:18][CH2:19][CH2:20][CH3:21])=[O:7])[CH2:14][CH2:13][CH2:12][CH2:11][CH2:10]1. (8) Given the reactants C[Si]([N-][Si](C)(C)C)(C)C.[Li+].[CH3:11][O:12][C:13]([CH:15]1[C:23]2[C:18](=[CH:19][C:20]([Br:24])=[CH:21][CH:22]=2)[CH2:17][CH2:16]1)=[O:14].I[CH3:26], predict the reaction product. The product is: [CH3:11][O:12][C:13]([C:15]1([CH3:26])[C:23]2[C:18](=[CH:19][C:20]([Br:24])=[CH:21][CH:22]=2)[CH2:17][CH2:16]1)=[O:14]. (9) Given the reactants [C:1]1([C:7]([C:15]2[CH:20]=[CH:19][CH:18]=[CH:17][CH:16]=2)=[N:8][C@H:9]([C:11]([O:13][CH3:14])=[O:12])[CH3:10])[CH:6]=[CH:5][CH:4]=[CH:3][CH:2]=1.C[Si]([N-][Si](C)(C)C)(C)C.[Na+].[Br:31][C:32]1[CH:33]=[C:34]([CH:37]=[CH:38][CH:39]=1)[CH2:35]Br, predict the reaction product. The product is: [Br:31][C:32]1[CH:33]=[C:34]([CH:37]=[CH:38][CH:39]=1)[CH2:35][C@@:9]([CH3:10])([C:11]([O:13][CH3:14])=[O:12])[N:8]=[C:7]([C:15]1[CH:16]=[CH:17][CH:18]=[CH:19][CH:20]=1)[C:1]1[CH:6]=[CH:5][CH:4]=[CH:3][CH:2]=1. (10) Given the reactants [Si:1]([O:8][C@@H:9]1[C@@:28]2([CH3:29])[C:13](=[CH:14][CH:15]=[C:16]3[C@@H:27]2[CH2:26][CH2:25][C@@:24]2([CH3:30])[C@H:17]3[CH2:18][CH:19]=[C:20]2[C@H:21]([OH:23])[CH3:22])[CH2:12][C@@H:11]([O:31][Si:32]([C:35]([CH3:38])([CH3:37])[CH3:36])([CH3:34])[CH3:33])[CH2:10]1)([C:4]([CH3:7])([CH3:6])[CH3:5])([CH3:3])[CH3:2].[H-].[Na+].C1OCCOCCOCCOCCOC1.Br[CH2:57][C:58]#[C:59][C:60]([CH2:71][CH3:72])([O:63][Si:64]([CH2:69][CH3:70])([CH2:67][CH3:68])[CH2:65][CH3:66])[CH2:61][CH3:62], predict the reaction product. The product is: [Si:1]([O:8][C@@H:9]1[C@@:28]2([CH3:29])[C:13](=[CH:14][CH:15]=[C:16]3[C@@H:27]2[CH2:26][CH2:25][C@@:24]2([CH3:30])[C@H:17]3[CH2:18][CH:19]=[C:20]2[C@H:21]([O:23][CH2:57][C:58]#[C:59][C:60]([CH2:71][CH3:72])([O:63][Si:64]([CH2:69][CH3:70])([CH2:65][CH3:66])[CH2:67][CH3:68])[CH2:61][CH3:62])[CH3:22])[CH2:12][C@@H:11]([O:31][Si:32]([C:35]([CH3:37])([CH3:36])[CH3:38])([CH3:33])[CH3:34])[CH2:10]1)([C:4]([CH3:7])([CH3:6])[CH3:5])([CH3:3])[CH3:2].